From a dataset of Reaction yield outcomes from USPTO patents with 853,638 reactions. Predict the reaction yield, written as a fraction of the theoretical maximum amount of product (1.0 means a 100% yield; for example, 0.34 means a 34% yield). (1) The reactants are [Cl:1][C:2]1[NH:3][CH:4]=[C:5]([N+:7]([O-:9])=[O:8])[N:6]=1.[Si:10]([O:17][CH2:18][CH:19]([O:22][CH:23]1[CH2:28][CH2:27][CH2:26][CH2:25][O:24]1)[CH2:20]Cl)([C:13]([CH3:16])([CH3:15])[CH3:14])([CH3:12])[CH3:11]. No catalyst specified. The product is [Si:10]([O:17][CH2:18][CH:19]([O:22][CH:23]1[CH2:28][CH2:27][CH2:26][CH2:25][O:24]1)[CH2:20][N:3]1[CH:4]=[C:5]([N+:7]([O-:9])=[O:8])[N:6]=[C:2]1[Cl:1])([C:13]([CH3:16])([CH3:14])[CH3:15])([CH3:12])[CH3:11]. The yield is 0.743. (2) The reactants are [CH3:1][C:2]1[O:6][N:5]=[C:4]([C:7]2[CH:12]=[CH:11][CH:10]=[CH:9][CH:8]=2)[C:3]=1[CH2:13][O:14][C:15]1[CH:23]=[C:22]([C:24]([F:27])([F:26])[F:25])[C:18]([C:19](O)=[O:20])=[CH:17][N:16]=1.[CH:28]([NH2:31])([CH3:30])[CH3:29]. No catalyst specified. The product is [CH:28]([NH:31][C:19](=[O:20])[C:18]1[C:22]([C:24]([F:27])([F:25])[F:26])=[CH:23][C:15]([O:14][CH2:13][C:3]2[C:4]([C:7]3[CH:8]=[CH:9][CH:10]=[CH:11][CH:12]=3)=[N:5][O:6][C:2]=2[CH3:1])=[N:16][CH:17]=1)([CH3:30])[CH3:29]. The yield is 0.270. (3) The reactants are C([O:8][C:9]1[CH:14]=[CH:13][N:12]([CH2:15][C:16]2[CH:21]=[CH:20][CH:19]=[C:18]([F:22])[CH:17]=2)[C:11](=[O:23])[CH:10]=1)C1C=CC=CC=1. The catalyst is C(O)C. The yield is 0.610. The product is [F:22][C:18]1[CH:17]=[C:16]([CH:21]=[CH:20][CH:19]=1)[CH2:15][N:12]1[CH:13]=[CH:14][C:9]([OH:8])=[CH:10][C:11]1=[O:23]. (4) The reactants are [F:1][C:2]1[CH:3]=[CH:4][C:5]2[N:6]([C:8]([C:11]3[CH:16]=[CH:15][CH:14]=[CH:13][C:12]=3[S:17][CH2:18][CH2:19][OH:20])=[N:9][N:10]=2)[CH:7]=1.CC1C=CC(S(O)(=O)=O)=CC=1.[O:32]1[CH:37]=[CH:36][CH2:35][CH2:34][CH2:33]1. The catalyst is C(Cl)Cl. The product is [F:1][C:2]1[CH:3]=[CH:4][C:5]2[N:6]([C:8]([C:11]3[CH:16]=[CH:15][CH:14]=[CH:13][C:12]=3[S:17][CH2:18][CH2:19][O:20][CH:33]3[CH2:34][CH2:35][CH2:36][CH2:37][O:32]3)=[N:9][N:10]=2)[CH:7]=1. The yield is 0.740. (5) The reactants are [F:1][C:2]1[C:3]([C:19]2[CH:20]=[N:21][NH:22][CH:23]=2)=[C:4]2[CH:10]=[CH:9][N:8]([CH2:11][O:12][CH2:13][CH2:14][Si:15]([CH3:18])([CH3:17])[CH3:16])[C:5]2=[N:6][CH:7]=1.[C:24]([CH:26]=[C:27]1[CH2:30][N:29]([C:31]([O:33][C:34]([CH3:37])([CH3:36])[CH3:35])=[O:32])[CH2:28]1)#[N:25].N12CCCN=C1CCCCC2. The catalyst is C(#N)C. The product is [C:24]([CH2:26][C:27]1([N:22]2[CH:23]=[C:19]([C:3]3[C:2]([F:1])=[CH:7][N:6]=[C:5]4[N:8]([CH2:11][O:12][CH2:13][CH2:14][Si:15]([CH3:18])([CH3:17])[CH3:16])[CH:9]=[CH:10][C:4]=34)[CH:20]=[N:21]2)[CH2:30][N:29]([C:31]([O:33][C:34]([CH3:37])([CH3:36])[CH3:35])=[O:32])[CH2:28]1)#[N:25]. The yield is 0.963. (6) The yield is 0.830. The product is [CH3:1][NH:2][CH2:3][CH2:4][CH2:5][CH2:6][CH2:7][CH2:8][CH2:9][CH2:10][C:11]1[CH:12]=[CH:13][CH:14]=[CH:15][CH:16]=1. The reactants are [CH3:1][NH:2][C:3](=O)[CH2:4][CH2:5][CH2:6][CH2:7][CH2:8][CH2:9][CH2:10][C:11]1[CH:16]=[CH:15][CH:14]=[CH:13][CH:12]=1.[H-].[Al+3].[Li+].[H-].[H-].[H-]. The catalyst is C1COCC1. (7) The reactants are I[C:2]1[CH:7]=[CH:6][C:5]([S:8]([NH:11][CH2:12][C:13]2[CH:27]=[CH:26][C:16]([C:17]([NH:19][C:20]3[CH:21]=[N:22][CH:23]=[CH:24][CH:25]=3)=[O:18])=[CH:15][CH:14]=2)(=[O:10])=[O:9])=[CH:4][CH:3]=1.[CH2:28](B1OC(C)(C)C(C)(C)O1)[C:29]1[CH:34]=[CH:33][CH:32]=[CH:31][CH:30]=1.C([O-])([O-])=O.[K+].[K+]. The catalyst is C1(C)C=CC=CC=1.C(O)C.O.CN(C=O)C.C1C=CC(P(C2C=CC=CC=2)[C-]2C=CC=C2)=CC=1.C1C=CC(P(C2C=CC=CC=2)[C-]2C=CC=C2)=CC=1.Cl[Pd]Cl.[Fe+2]. The product is [CH2:28]([C:2]1[CH:7]=[CH:6][C:5]([S:8]([NH:11][CH2:12][C:13]2[CH:27]=[CH:26][C:16]([C:17]([NH:19][C:20]3[CH:21]=[N:22][CH:23]=[CH:24][CH:25]=3)=[O:18])=[CH:15][CH:14]=2)(=[O:10])=[O:9])=[CH:4][CH:3]=1)[C:29]1[CH:34]=[CH:33][CH:32]=[CH:31][CH:30]=1. The yield is 0.290.